This data is from NCI-60 drug combinations with 297,098 pairs across 59 cell lines. The task is: Regression. Given two drug SMILES strings and cell line genomic features, predict the synergy score measuring deviation from expected non-interaction effect. (1) Drug 2: C#CCC(CC1=CN=C2C(=N1)C(=NC(=N2)N)N)C3=CC=C(C=C3)C(=O)NC(CCC(=O)O)C(=O)O. Synergy scores: CSS=10.8, Synergy_ZIP=-4.14, Synergy_Bliss=-2.38, Synergy_Loewe=-2.13, Synergy_HSA=-1.36. Drug 1: CC(CN1CC(=O)NC(=O)C1)N2CC(=O)NC(=O)C2. Cell line: UACC62. (2) Drug 1: CNC(=O)C1=CC=CC=C1SC2=CC3=C(C=C2)C(=NN3)C=CC4=CC=CC=N4. Drug 2: CC(C1=C(C=CC(=C1Cl)F)Cl)OC2=C(N=CC(=C2)C3=CN(N=C3)C4CCNCC4)N. Cell line: UACC62. Synergy scores: CSS=15.0, Synergy_ZIP=2.28, Synergy_Bliss=5.30, Synergy_Loewe=5.04, Synergy_HSA=5.09. (3) Drug 1: CC1OCC2C(O1)C(C(C(O2)OC3C4COC(=O)C4C(C5=CC6=C(C=C35)OCO6)C7=CC(=C(C(=C7)OC)O)OC)O)O. Drug 2: C1CCC(CC1)NC(=O)N(CCCl)N=O. Cell line: SNB-19. Synergy scores: CSS=49.6, Synergy_ZIP=9.04, Synergy_Bliss=8.76, Synergy_Loewe=4.10, Synergy_HSA=13.4. (4) Drug 1: CC1=C2C(C(=O)C3(C(CC4C(C3C(C(C2(C)C)(CC1OC(=O)C(C(C5=CC=CC=C5)NC(=O)OC(C)(C)C)O)O)OC(=O)C6=CC=CC=C6)(CO4)OC(=O)C)O)C)O. Drug 2: C(=O)(N)NO. Cell line: SK-OV-3. Synergy scores: CSS=16.2, Synergy_ZIP=-4.63, Synergy_Bliss=6.06, Synergy_Loewe=-17.3, Synergy_HSA=4.11. (5) Drug 1: C1CCC(CC1)NC(=O)N(CCCl)N=O. Drug 2: CCC1(CC2CC(C3=C(CCN(C2)C1)C4=CC=CC=C4N3)(C5=C(C=C6C(=C5)C78CCN9C7C(C=CC9)(C(C(C8N6C)(C(=O)OC)O)OC(=O)C)CC)OC)C(=O)OC)O.OS(=O)(=O)O. Cell line: K-562. Synergy scores: CSS=37.0, Synergy_ZIP=-0.697, Synergy_Bliss=-0.345, Synergy_Loewe=-19.2, Synergy_HSA=0.0828. (6) Drug 1: CC1=C(C=C(C=C1)NC2=NC=CC(=N2)N(C)C3=CC4=NN(C(=C4C=C3)C)C)S(=O)(=O)N.Cl. Drug 2: CC1CCC2CC(C(=CC=CC=CC(CC(C(=O)C(C(C(=CC(C(=O)CC(OC(=O)C3CCCCN3C(=O)C(=O)C1(O2)O)C(C)CC4CCC(C(C4)OC)O)C)C)O)OC)C)C)C)OC. Cell line: TK-10. Synergy scores: CSS=27.1, Synergy_ZIP=0.113, Synergy_Bliss=4.48, Synergy_Loewe=-15.9, Synergy_HSA=4.33. (7) Drug 1: CC1=C(N=C(N=C1N)C(CC(=O)N)NCC(C(=O)N)N)C(=O)NC(C(C2=CN=CN2)OC3C(C(C(C(O3)CO)O)O)OC4C(C(C(C(O4)CO)O)OC(=O)N)O)C(=O)NC(C)C(C(C)C(=O)NC(C(C)O)C(=O)NCCC5=NC(=CS5)C6=NC(=CS6)C(=O)NCCC[S+](C)C)O. Drug 2: C(CN)CNCCSP(=O)(O)O. Cell line: SF-539. Synergy scores: CSS=55.2, Synergy_ZIP=-2.10, Synergy_Bliss=-5.24, Synergy_Loewe=-51.6, Synergy_HSA=-4.62. (8) Drug 1: COC1=C(C=C2C(=C1)N=CN=C2NC3=CC(=C(C=C3)F)Cl)OCCCN4CCOCC4. Drug 2: CC1=C(N=C(N=C1N)C(CC(=O)N)NCC(C(=O)N)N)C(=O)NC(C(C2=CN=CN2)OC3C(C(C(C(O3)CO)O)O)OC4C(C(C(C(O4)CO)O)OC(=O)N)O)C(=O)NC(C)C(C(C)C(=O)NC(C(C)O)C(=O)NCCC5=NC(=CS5)C6=NC(=CS6)C(=O)NCCC[S+](C)C)O. Cell line: SK-MEL-28. Synergy scores: CSS=22.2, Synergy_ZIP=-5.18, Synergy_Bliss=-0.396, Synergy_Loewe=-0.312, Synergy_HSA=-0.972. (9) Drug 1: CC1=C(C(CCC1)(C)C)C=CC(=CC=CC(=CC(=O)O)C)C. Drug 2: B(C(CC(C)C)NC(=O)C(CC1=CC=CC=C1)NC(=O)C2=NC=CN=C2)(O)O. Cell line: KM12. Synergy scores: CSS=21.1, Synergy_ZIP=3.03, Synergy_Bliss=-1.14, Synergy_Loewe=-57.3, Synergy_HSA=-5.62.